Dataset: Forward reaction prediction with 1.9M reactions from USPTO patents (1976-2016). Task: Predict the product of the given reaction. (1) The product is: [N:42]([CH2:16][C:13]1[N:11]2[N:12]=[C:7]([C:1]3[CH:6]=[CH:5][CH:4]=[CH:3][CH:2]=3)[CH:8]=[N:9][C:10]2=[N:15][N:14]=1)=[N+:34]=[N-:35]. Given the reactants [C:1]1([C:7]2[CH:8]=[N:9][C:10]3[N:11]([C:13]([CH2:16]O)=[N:14][N:15]=3)[N:12]=2)[CH:6]=[CH:5][CH:4]=[CH:3][CH:2]=1.Cl.C(N1C=C(C2C=CC3N(C(CN)=[N:34][N:35]=3)N=2)C=N1)(C)C.C1CCN2C(=[N:42]CCC2)CC1.C1(C)C=CC=CC=1, predict the reaction product. (2) Given the reactants [C:1]([CH2:3][CH:4]([OH:16])[CH2:5][C:6](=[O:15])[CH2:7][C:8]([O:10][C:11]([CH3:14])([CH3:13])[CH3:12])=[O:9])#[N:2].[BH4-].[Na+], predict the reaction product. The product is: [C:1]([CH2:3][CH:4]([OH:16])[CH2:5][CH:6]([OH:15])[CH2:7][C:8]([O:10][C:11]([CH3:12])([CH3:14])[CH3:13])=[O:9])#[N:2]. (3) Given the reactants [CH2:1]([O:3][C:4]([C:6]1[C:7]([CH3:20])=[C:8]([C:13]([O:15][C:16]([CH3:19])([CH3:18])[CH3:17])=[O:14])[NH:9][C:10]=1[CH:11]=O)=[O:5])[CH3:2].[C:21]([CH:26]=P(C1C=CC=CC=1)(C1C=CC=CC=1)C1C=CC=CC=1)([O:23][CH2:24][CH3:25])=[O:22], predict the reaction product. The product is: [CH2:1]([O:3][C:4]([C:6]1[C:7]([CH3:20])=[C:8]([C:13]([O:15][C:16]([CH3:19])([CH3:18])[CH3:17])=[O:14])[NH:9][C:10]=1[CH:11]=[CH:26][C:21]([O:23][CH2:24][CH3:25])=[O:22])=[O:5])[CH3:2]. (4) Given the reactants [O:1]1[CH2:6][CH2:5][NH:4][C:3]2[CH:7]=[CH:8][CH:9]=[CH:10][C:2]1=2.[Br:11][CH2:12][CH2:13][CH2:14]Br.C(=O)([O-])[O-].[Na+].[Na+], predict the reaction product. The product is: [O:1]1[CH2:6][CH2:5][N:4]([CH2:14][CH2:13][CH2:12][Br:11])[C:3]2[CH:7]=[CH:8][CH:9]=[CH:10][C:2]1=2. (5) Given the reactants [C:1]12([C:11](=O)/[CH:12]=[C:13]3/[C:14](=O)[C@:15]4([CH3:22])[C:19]([CH3:21])([CH3:20])[C@H:18]/3[CH2:17][CH2:16]4)[CH2:10][CH:5]3[CH2:6][CH:7]([CH2:9][CH:3]([CH2:4]3)[CH2:2]1)[CH2:8]2.O.[NH2:26][NH2:27].C1(C)C=CC(S(O)(=O)=O)=CC=1.C[O-].[Na+], predict the reaction product. The product is: [C:1]12([C:11]3[CH:12]=[C:13]4[C:14]([C@:15]5([CH3:22])[C:19]([CH3:21])([CH3:20])[C@H:18]4[CH2:17][CH2:16]5)=[N:27][N:26]=3)[CH2:10][CH:5]3[CH2:6][CH:7]([CH2:9][CH:3]([CH2:4]3)[CH2:2]1)[CH2:8]2. (6) Given the reactants Cl.Cl.Cl.[S:4]1[C:8]2[CH:9]=[C:10]([NH:13][C:14]3[CH:19]=[CH:18][N:17]=[C:16]4[NH:20][C:21]([C:23]5[CH2:24][CH2:25][NH:26][CH2:27][CH:28]=5)=[CH:22][C:15]=34)[CH:11]=[CH:12][C:7]=2[N:6]=[CH:5]1.C(N(CC)C(C)C)(C)C.[CH3:38][N:39]([CH3:43])[C:40](Cl)=[O:41], predict the reaction product. The product is: [CH3:38][N:39]([CH3:43])[C:40]([N:26]1[CH2:25][CH:24]=[C:23]([C:21]2[NH:20][C:16]3=[N:17][CH:18]=[CH:19][C:14]([NH:13][C:10]4[CH:11]=[CH:12][C:7]5[N:6]=[CH:5][S:4][C:8]=5[CH:9]=4)=[C:15]3[CH:22]=2)[CH2:28][CH2:27]1)=[O:41]. (7) Given the reactants [F:1][CH2:2][CH2:3][N:4]([CH3:13])[C:5]([C:7]1[CH:8]=[N:9][N:10]([CH3:12])[CH:11]=1)=[O:6].CN(C)CCN(C)CCN(C)C.[Li]C(C)(C)C.[C:31](=[O:33])=[O:32], predict the reaction product. The product is: [F:1][CH2:2][CH2:3][N:4]([CH3:13])[C:5]([C:7]1[CH:8]=[N:9][N:10]([CH3:12])[C:11]=1[C:31]([OH:33])=[O:32])=[O:6]. (8) Given the reactants [C:1]1([CH3:14])[CH:6]=[CH:5][CH:4]=[CH:3][C:2]=1/[CH:7]=[CH:8]/[C:9](OCC)=[O:10].CC(C[AlH]CC(C)C)C, predict the reaction product. The product is: [C:1]1([CH3:14])[CH:6]=[CH:5][CH:4]=[CH:3][C:2]=1/[CH:7]=[CH:8]/[CH:9]=[O:10].